Dataset: Forward reaction prediction with 1.9M reactions from USPTO patents (1976-2016). Task: Predict the product of the given reaction. (1) Given the reactants [NH2:1][C:2]1[N:3]=[C:4]([CH3:13])[CH:5]=[C:6]([CH:12]=1)[C:7]([O:9][CH2:10][CH3:11])=[O:8].[Cl:14]N1C(=O)CCC1=O.C(=O)([O-])O.[Na+], predict the reaction product. The product is: [NH2:1][C:2]1[N:3]=[C:4]([CH3:13])[C:5]([Cl:14])=[C:6]([CH:12]=1)[C:7]([O:9][CH2:10][CH3:11])=[O:8]. (2) Given the reactants [Cl:1][CH2:2][CH2:3][CH2:4][C:5]([C:7]1[CH:12]=[CH:11][C:10]([C:13]([CH3:18])([CH3:17])[C:14]([OH:16])=[O:15])=[CH:9][CH:8]=1)=[O:6].[BH4-].[Na+].Cl, predict the reaction product. The product is: [OH:6][CH:5]([C:7]1[CH:12]=[CH:11][C:10]([C:13]([CH3:18])([CH3:17])[C:14]([OH:16])=[O:15])=[CH:9][CH:8]=1)[CH2:4][CH2:3][CH2:2][Cl:1]. (3) Given the reactants [Cl:1][C:2]1[CH:7]=[CH:6][C:5]([C@H:8]([NH:13][C:14]2[CH:19]=[CH:18][C:17]([CH3:20])=[C:16]([CH:21]3OCC[O:22]3)[CH:15]=2)[C:9]([F:12])([F:11])[F:10])=[CH:4][C:3]=1[CH3:26].Cl, predict the reaction product. The product is: [Cl:1][C:2]1[CH:7]=[CH:6][C:5]([C@H:8]([NH:13][C:14]2[CH:19]=[CH:18][C:17]([CH3:20])=[C:16]([CH:15]=2)[CH:21]=[O:22])[C:9]([F:12])([F:11])[F:10])=[CH:4][C:3]=1[CH3:26]. (4) The product is: [Br:1][C:2]1[CH:8]=[C:7]([F:9])[CH:6]=[CH:5][C:3]=1[NH:4][S:18]([CH2:16][CH3:17])(=[O:20])=[O:19]. Given the reactants [Br:1][C:2]1[CH:8]=[C:7]([F:9])[CH:6]=[CH:5][C:3]=1[NH2:4].N1C=CC=CC=1.[CH2:16]([S:18](Cl)(=[O:20])=[O:19])[CH3:17].O, predict the reaction product. (5) Given the reactants [S:1]1[CH:5]=[CH:4][CH:3]=[C:2]1[CH2:6][C:7]([OH:9])=O.C1C=NC2N(O)N=NC=2C=1.CCN(C(C)C)C(C)C.[CH3:29][O:30][C:31](=[O:47])[C:32]1[CH:37]=[CH:36][C:35]([NH:38][CH:39]2[CH2:44][CH2:43][CH2:42][CH2:41][CH:40]2[CH3:45])=[C:34]([NH2:46])[CH:33]=1, predict the reaction product. The product is: [CH3:29][O:30][C:31](=[O:47])[C:32]1[CH:37]=[CH:36][C:35]([NH:38][CH:39]2[CH2:44][CH2:43][CH2:42][CH2:41][CH:40]2[CH3:45])=[C:34]([NH:46][C:7](=[O:9])[CH2:6][C:2]2[S:1][CH:5]=[CH:4][CH:3]=2)[CH:33]=1.